Predict the reactants needed to synthesize the given product. From a dataset of Full USPTO retrosynthesis dataset with 1.9M reactions from patents (1976-2016). (1) Given the product [NH2:26][C@H:27]([C:34]([N:36]1[CH2:50][CH2:49][CH2:48][C@H:37]1[C:38]([NH:1][C@H:2]([C:16]([OH:18])=[O:17])[CH2:3][CH2:4][CH2:5][NH:6][C:7](=[NH:15])[N:8]([C:9]([CH3:11])=[O:10])[C:12]([CH3:14])=[O:13])=[O:39])=[O:35])[CH2:28][C:29](=[O:33])[O:30][CH2:31][CH3:32], predict the reactants needed to synthesize it. The reactants are: [NH2:1][C@H:2]([C:16]([O:18]CCN(CC)CC)=[O:17])[CH2:3][CH2:4][CH2:5][NH:6][C:7](=[NH:15])[N:8]([C:12]([CH3:14])=[O:13])[C:9]([CH3:11])=[O:10].[NH:26](C(OC(C)(C)C)=O)[C@H:27]([C:34]([N:36]1[CH2:50][CH2:49][CH2:48][C@H:37]1[C:38](ON1C(=O)CCC1=O)=[O:39])=[O:35])[CH2:28][C:29](=[O:33])[O:30][CH2:31][CH3:32].C(OCC)(=O)C. (2) Given the product [CH:34]1([N:23]2[C:22]3[N:21]=[C:20]([NH:19][C:16]4[CH:15]=[CH:14][C:13]([O:12][CH2:11][CH2:10][C@@H:9]([C:39]([O:41][CH:42]5[CH2:43][CH2:44][CH2:45][CH2:46]5)=[O:40])[NH2:8])=[CH:18][CH:17]=4)[N:29]=[CH:28][C:27]=3[N:26]([CH3:30])[C:25](=[O:31])[C@H:24]2[CH2:32][CH3:33])[CH2:35][CH2:36][CH2:37][CH2:38]1, predict the reactants needed to synthesize it. The reactants are: C(OC([NH:8][C@H:9]([C:39]([O:41][CH:42]1[CH2:46][CH2:45][CH2:44][CH2:43]1)=[O:40])[CH2:10][CH2:11][O:12][C:13]1[CH:18]=[CH:17][C:16]([NH:19][C:20]2[N:29]=[CH:28][C:27]3[N:26]([CH3:30])[C:25](=[O:31])[C@@H:24]([CH2:32][CH3:33])[N:23]([CH:34]4[CH2:38][CH2:37][CH2:36][CH2:35]4)[C:22]=3[N:21]=2)=[CH:15][CH:14]=1)=O)(C)(C)C.Cl.O1CCOCC1. (3) Given the product [CH3:23][O:22][C:15]1[CH:16]=[C:17]([O:20][CH3:21])[CH:18]=[CH:19][C:14]=1[CH2:13][NH:12][S:9]([CH:8]([C:4]1[CH:5]=[CH:6][CH:7]=[C:2]([Br:1])[CH:3]=1)[C:27]([OH:28])([CH3:29])[CH3:26])(=[O:10])=[O:11], predict the reactants needed to synthesize it. The reactants are: [Br:1][C:2]1[CH:3]=[C:4]([CH2:8][S:9]([NH:12][CH2:13][C:14]2[CH:19]=[CH:18][C:17]([O:20][CH3:21])=[CH:16][C:15]=2[O:22][CH3:23])(=[O:11])=[O:10])[CH:5]=[CH:6][CH:7]=1.C[Li].[CH3:26][C:27]([CH3:29])=[O:28].C(O)(=O)C. (4) Given the product [F:14][C:15]1[CH:20]=[C:19]([CH2:21][C@H:22]([C:24]2[CH:25]=[CH:26][CH:27]=[CH:28][CH:29]=2)[CH3:23])[CH:18]=[C:17]([F:30])[C:16]=1[C:2]1[CH:7]=[CH:6][C:5]([S:8]([F:13])([F:12])([F:11])([F:10])[F:9])=[CH:4][CH:3]=1, predict the reactants needed to synthesize it. The reactants are: Br[C:2]1[CH:7]=[CH:6][C:5]([S:8]([F:13])([F:12])([F:11])([F:10])[F:9])=[CH:4][CH:3]=1.[F:14][C:15]1[CH:20]=[C:19]([CH2:21][C@H:22]([C:24]2[CH:29]=[CH:28][CH:27]=[CH:26][CH:25]=2)[CH3:23])[CH:18]=[C:17]([F:30])[C:16]=1OB(O)O.C1([C@H](C)CC2C=CC(OB(O)O)=CC=2)C=CC=CC=1. (5) Given the product [CH2:20]([O:22][CH2:23][CH2:24][O:25][C:26]1[C:33]([O:34][CH3:35])=[CH:32][CH:31]=[CH:30][C:27]=1/[CH:28]=[CH:1]/[C:2]1[N:3]=[C:4]2[S:19][CH:18]=[CH:17][N:5]2[C:6](=[O:16])[C:7]=1[C:8]1[CH:9]=[CH:10][C:11]([C:12]#[N:13])=[CH:14][CH:15]=1)[CH3:21], predict the reactants needed to synthesize it. The reactants are: [CH3:1][C:2]1[N:3]=[C:4]2[S:19][CH:18]=[CH:17][N:5]2[C:6](=[O:16])[C:7]=1[C:8]1[CH:15]=[CH:14][C:11]([C:12]#[N:13])=[CH:10][CH:9]=1.[CH2:20]([O:22][CH2:23][CH2:24][O:25][C:26]1[C:33]([O:34][CH3:35])=[CH:32][CH:31]=[CH:30][C:27]=1[CH:28]=O)[CH3:21].[O-]CC.[Na+]. (6) Given the product [CH:31]1([C:2]2[C:3]([F:13])=[CH:4][CH:5]=[C:6]3[C:11]=2[N:10]=[C:9]([CH3:12])[CH:8]=[CH:7]3)[CH2:32][CH2:27]1, predict the reactants needed to synthesize it. The reactants are: Br[C:2]1[C:3]([F:13])=[CH:4][CH:5]=[C:6]2[C:11]=1[N:10]=[C:9]([CH3:12])[CH:8]=[CH:7]2.P([CH:27]1[CH2:32][CH2:31]CCC1)(C1CCCCC1)C1CCCCC1.[O-]P([O-])([O-])=O.[K+].[K+].[K+].C1(B(O)O)CC1. (7) Given the product [CH:1]1([C:4]2[C:5]([NH:21][C@@H:22]3[C:30]4[C:25](=[CH:26][CH:27]=[CH:28][CH:29]=4)[CH2:24][C@H:23]3[NH:31][C:34](=[O:36])[CH3:33])=[N:6][C:7]([CH:18]3[CH2:20][CH2:19]3)=[C:8]([C:10]3[CH:15]=[CH:14][C:13]([Cl:16])=[CH:12][C:11]=3[Cl:17])[N:9]=2)[CH2:3][CH2:2]1, predict the reactants needed to synthesize it. The reactants are: [CH:1]1([C:4]2[C:5]([NH:21][C@@H:22]3[CH2:30][C:29]4[C:24](=[CH:25][CH:26]=[CH:27][CH:28]=4)[C@H:23]3[NH2:31])=[N:6][C:7]([CH:18]3[CH2:20][CH2:19]3)=[C:8]([C:10]3[CH:15]=[CH:14][C:13]([Cl:16])=[CH:12][C:11]=3[Cl:17])[N:9]=2)[CH2:3][CH2:2]1.Cl[C:33](Cl)(Cl)[C:34](=[O:36])C. (8) Given the product [NH2:1][C:2]1[C:11]([NH2:12])=[CH:10][CH:9]=[C:8]2[C:3]=1[C:4](=[O:17])[NH:5][C:6](=[O:16])[N:7]2[CH3:15], predict the reactants needed to synthesize it. The reactants are: [NH2:1][C:2]1[C:11]([N+:12]([O-])=O)=[CH:10][CH:9]=[C:8]2[C:3]=1[C:4](=[O:17])[NH:5][C:6](=[O:16])[N:7]2[CH3:15]. (9) Given the product [CH3:45][C:38]([C:35]1[CH:34]=[CH:33][C:32]([CH2:31][CH:20]([NH:21][S:22]([C:25]2[CH:30]=[CH:29][CH:28]=[CH:27][N:26]=2)(=[O:24])=[O:23])[C:16]2[N:15]=[C:14]([NH:13][CH2:46][C:47]([OH:49])=[O:48])[CH:19]=[CH:18][CH:17]=2)=[CH:37][CH:36]=1)([CH3:44])[CH2:39][C:40]([CH3:41])([CH3:42])[CH3:43], predict the reactants needed to synthesize it. The reactants are: O1CCCC1.C(OC([N:13]([CH2:46][C:47]([O:49]C(C)(C)C)=[O:48])[C:14]1[CH:19]=[CH:18][CH:17]=[C:16]([CH:20]([CH2:31][C:32]2[CH:37]=[CH:36][C:35]([C:38]([CH3:45])([CH3:44])[CH2:39][C:40]([CH3:43])([CH3:42])[CH3:41])=[CH:34][CH:33]=2)[NH:21][S:22]([C:25]2[CH:30]=[CH:29][CH:28]=[CH:27][N:26]=2)(=[O:24])=[O:23])[N:15]=1)=O)(C)(C)C.Cl.[OH-].[Na+].